From a dataset of Full USPTO retrosynthesis dataset with 1.9M reactions from patents (1976-2016). Predict the reactants needed to synthesize the given product. (1) The reactants are: [F:1][C:2]1[CH:3]=[C:4]2[C:8](=[C:9]([C:12]([OH:14])=O)[C:10]=1[F:11])[NH:7][CH:6]=[CH:5]2.[C:15]([C:19]1[CH:38]=[CH:37][C:22]([CH2:23][NH:24][CH2:25][CH2:26][C:27]2[CH:32]=[CH:31][CH:30]=[C:29]([C:33]([F:36])([F:35])[F:34])[CH:28]=2)=[CH:21][CH:20]=1)([CH3:18])([CH3:17])[CH3:16].CCN=C=NCCCN(C)C.Cl. Given the product [C:15]([C:19]1[CH:38]=[CH:37][C:22]([CH2:23][N:24]([CH2:25][CH2:26][C:27]2[CH:32]=[CH:31][CH:30]=[C:29]([C:33]([F:36])([F:34])[F:35])[CH:28]=2)[C:12]([C:9]2[C:10]([F:11])=[C:2]([F:1])[CH:3]=[C:4]3[C:8]=2[NH:7][CH:6]=[CH:5]3)=[O:14])=[CH:21][CH:20]=1)([CH3:18])([CH3:16])[CH3:17], predict the reactants needed to synthesize it. (2) Given the product [NH2:20][C:8]([NH:4][CH2:5][CH2:6][C:2]1[CH:1]=[CH:29][CH:28]=[CH:27][CH:26]=1)=[N:9][S:10]([C:13]1[CH:14]=[CH:15][C:16]([CH3:19])=[CH:17][CH:18]=1)(=[O:11])=[O:12], predict the reactants needed to synthesize it. The reactants are: [CH3:1][C:2]1[CH:6]=[C:5](C)[N:4]([C:8](=[NH:20])[NH:9][S:10]([C:13]2[CH:18]=[CH:17][C:16]([CH3:19])=[CH:15][CH:14]=2)(=[O:12])=[O:11])N=1.CS(O)(=O)=O.[CH2:26](N)[CH2:27][C:28]1C=CC=C[CH:29]=1. (3) Given the product [CH:33]1([C:30]([OH:32])([CH3:31])[CH2:29][NH:28][C:9](=[O:11])[C:4]2[CH:3]=[C:2]([C:21]3[CH:22]=[CH:23][C:18]([F:17])=[CH:19][CH:20]=3)[C:7]([O:12][CH2:13][CH:14]3[CH2:16][CH2:15]3)=[N:6][CH:5]=2)[CH2:36][CH2:35][CH2:34]1, predict the reactants needed to synthesize it. The reactants are: Br[C:2]1[CH:3]=[C:4]([C:9]([OH:11])=O)[CH:5]=[N:6][C:7]=1Cl.[OH:12][CH2:13][CH:14]1[CH2:16][CH2:15]1.[F:17][C:18]1[CH:23]=[CH:22][C:21](B(O)O)=[CH:20][CH:19]=1.Cl.[NH2:28][CH2:29][C:30]([CH:33]1[CH2:36][CH2:35][CH2:34]1)([OH:32])[CH3:31]. (4) The reactants are: [CH:1]1[C:6]2[N:7]=[C:8]3[C:20]4[C:12]([C:13]5[C:18]([N:19]=4)=[CH:17][CH:16]=[CH:15][CH:14]=5)=[CH:11][CH:10]=[C:9]3[C:5]=2[CH:4]=[CH:3][CH:2]=1.Br[C:22]1[CH:23]=[C:24]([C:28]2[CH:33]=[CH:32][C:31]([C:34]3[CH:39]=[CH:38][CH:37]=[CH:36][CH:35]=3)=[CH:30][CH:29]=2)[CH:25]=[CH:26][CH:27]=1.P([O-])([O-])([O-])=O.[K+].[K+].[K+]. Given the product [C:24]1([C:28]2[CH:33]=[CH:32][C:31]([C:34]3[CH:35]=[CH:36][CH:37]=[CH:38][CH:39]=3)=[CH:30][CH:29]=2)[CH:23]=[CH:22][CH:27]=[C:26]([N:7]2[C:8]3[C:9](=[CH:10][CH:11]=[C:12]4[C:13]5[CH:14]=[CH:15][CH:16]=[CH:17][C:18]=5[NH:19][C:20]4=3)[C:5]3[C:6]2=[CH:1][CH:2]=[CH:3][CH:4]=3)[CH:25]=1, predict the reactants needed to synthesize it. (5) Given the product [CH3:1][C:2]1[C:3]([CH2:9][N:10]([CH2:16][C:17]2[C:22]([C:23]([CH3:25])([C:26]3[CH:31]=[CH:30][C:29]([F:32])=[CH:28][CH:27]=3)[CH3:24])=[CH:21][CH:20]=[CH:19][N:18]=2)[CH2:11][CH2:12][CH2:13][CH2:14][NH:15][C:33]([NH:40][OH:57])=[O:34])=[N:4][CH:5]=[C:6]([CH3:8])[CH:7]=1, predict the reactants needed to synthesize it. The reactants are: [CH3:1][C:2]1[C:3]([CH2:9][N:10]([CH2:16][C:17]2[C:22]([C:23]([C:26]3[CH:31]=[CH:30][C:29]([F:32])=[CH:28][CH:27]=3)([CH3:25])[CH3:24])=[CH:21][CH:20]=[CH:19][N:18]=2)[CH2:11][CH2:12][CH2:13][CH2:14][NH2:15])=[N:4][CH:5]=[C:6]([CH3:8])[CH:7]=1.[C:33]([N:40]1C=CN=C1)(N1C=CN=C1)=[O:34].CCN(C(C)C)C(C)C.C1C[O:57]CC1.